This data is from Forward reaction prediction with 1.9M reactions from USPTO patents (1976-2016). The task is: Predict the product of the given reaction. (1) Given the reactants [C@H:1]1([NH:11][C:12]([C@@H:14]2[CH:18]=[C:17](OS(C(F)(F)F)(=O)=O)[CH2:16]N2C(OCC2C=CC=CC=2)=O)=[O:13])[C:10]2[C:5](=[CH:6][CH:7]=[CH:8][CH:9]=2)[CH2:4][CH2:3][CH2:2]1.[C@H:37]1([NH:47][C:48]([C@@H:50]2[CH2:59][C:58]3[C:53](=[CH:54][C:55](B4OC(C)(C)C(C)(C)O4)=[CH:56][CH:57]=3)[CH2:52][N:51]2[C:69]([O:71][C:72]([CH3:75])([CH3:74])[CH3:73])=[O:70])=[O:49])[C:46]2[C:41](=CC=CC=2)[CH2:40][CH2:39][CH2:38]1.[C:76]([O-:79])([O-])=[O:77].[Na+].[Na+].[NH4+:82].[Cl-], predict the reaction product. The product is: [CH2:6]([O:79][C:76]([N:82]1[C@H:14]([C:12](=[O:13])[NH:11][C@H:1]2[C:10]3[C:5](=[CH:6][CH:7]=[CH:8][CH:9]=3)[CH2:4][CH2:3][CH2:2]2)[CH:18]=[C:17]([C:57]2[CH:58]=[C:53]3[C:54]([CH2:59][C@@H:50]([C:48](=[O:49])[NH:47][C@H:37]4[C:46]5[C:41](=[CH:17][CH:18]=[CH:14][CH:12]=5)[CH2:40][CH2:39][CH2:38]4)[N:51]([C:69]([O:71][C:72]([CH3:73])([CH3:74])[CH3:75])=[O:70])[CH2:52]3)=[CH:55][CH:56]=2)[CH2:16]1)=[O:77])[C:5]1[CH:4]=[CH:3][CH:2]=[CH:1][CH:10]=1. (2) Given the reactants Br[C:2]1[CH:3]=[C:4]([N:8]2[CH:13]=[C:12]([CH3:14])[C:11](=[O:15])[NH:10][C:9]2=[O:16])[CH:5]=[CH:6][CH:7]=1.[B:17]1([B:17]2[O:21][C:20]([CH3:23])([CH3:22])[C:19]([CH3:25])([CH3:24])[O:18]2)[O:21][C:20]([CH3:23])([CH3:22])[C:19]([CH3:25])([CH3:24])[O:18]1.C([O-])(=O)C.[K+].C(Cl)Cl, predict the reaction product. The product is: [CH3:14][C:12]1[C:11](=[O:15])[NH:10][C:9](=[O:16])[N:8]([C:4]2[CH:5]=[CH:6][CH:7]=[C:2]([B:17]3[O:21][C:20]([CH3:23])([CH3:22])[C:19]([CH3:25])([CH3:24])[O:18]3)[CH:3]=2)[CH:13]=1.